Dataset: Forward reaction prediction with 1.9M reactions from USPTO patents (1976-2016). Task: Predict the product of the given reaction. Given the reactants [CH:1]1([C@H:7]([NH:12][C:13]([C:15]2[C:24]([NH:25][C:26]([NH:28][C:29]3[C:34]([Cl:35])=[CH:33][C:32]([Cl:36])=[CH:31][C:30]=3[Cl:37])=[O:27])=[CH:23][C:22]3[C:17](=[CH:18][CH:19]=[CH:20][CH:21]=3)[N:16]=2)=[O:14])[C:8]([O:10]C)=[O:9])[CH2:6][CH2:5][CH2:4][CH2:3][CH2:2]1.[Li+].[OH-].Cl, predict the reaction product. The product is: [CH:1]1([C@H:7]([NH:12][C:13]([C:15]2[C:24]([NH:25][C:26]([NH:28][C:29]3[C:30]([Cl:37])=[CH:31][C:32]([Cl:36])=[CH:33][C:34]=3[Cl:35])=[O:27])=[CH:23][C:22]3[C:17](=[CH:18][CH:19]=[CH:20][CH:21]=3)[N:16]=2)=[O:14])[C:8]([OH:10])=[O:9])[CH2:6][CH2:5][CH2:4][CH2:3][CH2:2]1.